From a dataset of Retrosynthesis with 50K atom-mapped reactions and 10 reaction types from USPTO. Predict the reactants needed to synthesize the given product. (1) Given the product CCC[C@@H](CCOC(C)=O)Nc1nc(N)nc(C)c1Cc1ccc(OCCCOS(C)(=O)=O)cc1OC, predict the reactants needed to synthesize it. The reactants are: CCC[C@@H](CCOC(C)=O)Nc1nc(N)nc(C)c1Cc1ccc(OCCCO)cc1OC.CS(=O)(=O)Cl. (2) Given the product CC(c1ccc(Br)nc1)N(C)C, predict the reactants needed to synthesize it. The reactants are: CC(O)c1ccc(Br)nc1.CNC. (3) Given the product C[C@@H](NCC1CN(c2c(F)cc(C(=O)O)cc2F)CCC1c1ccccc1)c1cccc2ccccc12, predict the reactants needed to synthesize it. The reactants are: C[C@H](c1cccc2ccccc12)N(CC1CN(c2c(F)cc(C(=O)O)cc2F)CCC1c1ccccc1)C(=O)OC(C)(C)C. (4) Given the product CC(C)(C)c1ccc(C2=N[C@@H](c3ccc(Cl)cc3)[C@@H](c3ccc(Cl)cc3)N2C(=O)N2CCN(CCS(C)(=O)=O)CC2)c(OCCF)c1, predict the reactants needed to synthesize it. The reactants are: CC(C)(C)c1ccc(C2=N[C@@H](c3ccc(Cl)cc3)[C@@H](c3ccc(Cl)cc3)N2C(=O)Cl)c(OCCF)c1.CS(=O)(=O)CCN1CCNCC1. (5) Given the product Cc1cc2ccccc2nc1N(C)CCN(C)C, predict the reactants needed to synthesize it. The reactants are: CNCCN(C)C.Cc1cc2ccccc2nc1Cl. (6) Given the product CCOC(=O)N1CCN(C(=O)CCCCl)CC1, predict the reactants needed to synthesize it. The reactants are: CCOC(=O)N1CCNCC1.O=C(Cl)CCCCl. (7) Given the product Cc1cc(N2CCCC2)nc(Cl)n1, predict the reactants needed to synthesize it. The reactants are: C1CCNC1.Cc1cc(Cl)nc(Cl)n1.